From a dataset of Catalyst prediction with 721,799 reactions and 888 catalyst types from USPTO. Predict which catalyst facilitates the given reaction. Reactant: CN(C(ON1N=NC2C=CC=CC1=2)=[N+](C)C)C.F[P-](F)(F)(F)(F)F.CCN(C(C)C)C(C)C.[F:34][C:35]1[CH:43]=[C:42]2[C:38]([C:39]([C:45]3[N:46]=[C:47]4[C:53]([C:54](O)=[O:55])=[CH:52][N:51]([CH2:57][O:58][CH2:59][CH2:60][Si:61]([CH3:64])([CH3:63])[CH3:62])[C:48]4=[N:49][CH:50]=3)=[N:40][N:41]2[CH3:44])=[CH:37][CH:36]=1.[NH2:65][CH:66]([CH3:75])[CH:67]([CH:69]1[CH2:74][CH2:73][O:72][CH2:71][CH2:70]1)[OH:68].C([O-])(O)=O.[Na+]. Product: [OH:68][CH:67]([CH:69]1[CH2:70][CH2:71][O:72][CH2:73][CH2:74]1)[CH:66]([NH:65][C:54]([C:53]1[C:47]2[C:48](=[N:49][CH:50]=[C:45]([C:39]3[C:38]4[C:42](=[CH:43][C:35]([F:34])=[CH:36][CH:37]=4)[N:41]([CH3:44])[N:40]=3)[N:46]=2)[N:51]([CH2:57][O:58][CH2:59][CH2:60][Si:61]([CH3:63])([CH3:62])[CH3:64])[CH:52]=1)=[O:55])[CH3:75]. The catalyst class is: 329.